Task: Predict the reactants needed to synthesize the given product.. Dataset: Full USPTO retrosynthesis dataset with 1.9M reactions from patents (1976-2016) Given the product [C@@H:6]1([O:24][C:25]2[C:29]([CH2:30][C:31]3[CH:36]=[CH:35][C:34]([O:68][CH2:67][CH2:66][NH:65][C:50]([NH:65][CH2:66][CH2:67][OH:68])=[N:49][S:46]([CH3:45])(=[O:47])=[O:48])=[CH:33][C:32]=3[CH3:41])=[C:28]([CH:42]([CH3:43])[CH3:44])[NH:27][N:26]=2)[O:7][C@H:8]([CH2:19][OH:20])[C@@H:9]([OH:15])[C@H:10]([OH:11])[C@H:5]1[OH:4], predict the reactants needed to synthesize it. The reactants are: C([O:4][C@@H:5]1[C@@H:10]([O:11]C(=O)C)[C@H:9]([O:15]C(=O)C)[C@@H:8]([CH2:19][O:20]C(=O)C)[O:7][C@H:6]1[O:24][C:25]1[C:29]([CH2:30][C:31]2[CH:36]=[CH:35][C:34](OCCN)=[CH:33][C:32]=2[CH3:41])=[C:28]([CH:42]([CH3:44])[CH3:43])[NH:27][N:26]=1)(=O)C.[CH3:45][S:46]([N:49]=[C:50](OC1C=CC=CC=1)OC1C=CC=CC=1)(=[O:48])=[O:47].[NH2:65][CH2:66][CH2:67][OH:68].